From a dataset of Forward reaction prediction with 1.9M reactions from USPTO patents (1976-2016). Predict the product of the given reaction. Given the reactants Cl[CH2:2][C:3]([N:5]1[CH2:10][CH2:9][CH2:8][C:7]2[N:11]([C:14]3[CH:19]=[CH:18][C:17]([F:20])=[CH:16][CH:15]=3)[N:12]=[CH:13][C:6]1=2)=[O:4].CN(C=O)C.C([O-])([O-])=O.[K+].[K+].[CH3:32][C:33]1[NH:37][N:36]=[C:35]([C:38]([F:41])([F:40])[F:39])[CH:34]=1, predict the reaction product. The product is: [F:20][C:17]1[CH:18]=[CH:19][C:14]([N:11]2[C:7]3[CH2:8][CH2:9][CH2:10][N:5]([C:3](=[O:4])[CH2:2][N:37]4[C:33]([CH3:32])=[CH:34][C:35]([C:38]([F:41])([F:40])[F:39])=[N:36]4)[C:6]=3[CH:13]=[N:12]2)=[CH:15][CH:16]=1.